This data is from Catalyst prediction with 721,799 reactions and 888 catalyst types from USPTO. The task is: Predict which catalyst facilitates the given reaction. The catalyst class is: 245. Product: [I:28][C:4]1[CH:3]=[CH:2][C:1]([C@H:7]2[CH2:11][O:10][CH2:9][C@H:8]2[NH2:12])=[CH:6][CH:5]=1. Reactant: [C:1]1([C@H:7]2[CH2:11][O:10][CH2:9][C@H:8]2[NH2:12])[CH:6]=[CH:5][CH:4]=[CH:3][CH:2]=1.FC(F)(F)S(O)(=O)=O.C1C(=O)N([I:28])C(=O)C1.C([O-])(O)=O.[Na+].